Dataset: Full USPTO retrosynthesis dataset with 1.9M reactions from patents (1976-2016). Task: Predict the reactants needed to synthesize the given product. (1) Given the product [Cl:1][C:2]1[CH:7]=[C:6]2[N:8]([CH2:48][O:47][CH2:46][CH2:45][Si:44]([CH3:51])([CH3:50])[CH3:43])[C:9](=[O:40])[C@@:10]3([C@@H:15]([C:16]4[CH:21]=[C:20]([Cl:22])[CH:19]=[CH:18][C:17]=4[O:23][C:24]([C:27]([O:29][CH3:30])=[O:28])([CH3:25])[CH3:26])[CH2:14][C:13](=[O:31])[NH:12][C@H:11]3[C:32]3[CH:37]=[C:36]([F:38])[CH:35]=[CH:34][C:33]=3[CH3:39])[C:5]2=[CH:4][CH:3]=1, predict the reactants needed to synthesize it. The reactants are: [Cl:1][C:2]1[CH:7]=[C:6]2[NH:8][C:9](=[O:40])[C@@:10]3([C@@H:15]([C:16]4[CH:21]=[C:20]([Cl:22])[CH:19]=[CH:18][C:17]=4[O:23][C:24]([C:27]([O:29][CH3:30])=[O:28])([CH3:26])[CH3:25])[CH2:14][C:13](=[O:31])[NH:12][C@H:11]3[C:32]3[CH:37]=[C:36]([F:38])[CH:35]=[CH:34][C:33]=3[CH3:39])[C:5]2=[CH:4][CH:3]=1.[H-].[Na+].[CH3:43][Si:44]([CH3:51])([CH3:50])[CH2:45][CH2:46][O:47][CH2:48]Cl. (2) Given the product [CH3:9][C:4]1[N:3]=[C:2]([NH2:1])[N:7]=[C:6]([NH:15][CH2:10][CH2:11][CH2:12][CH2:13][CH3:14])[CH:5]=1, predict the reactants needed to synthesize it. The reactants are: [NH2:1][C:2]1[N:7]=[C:6](Cl)[CH:5]=[C:4]([CH3:9])[N:3]=1.[CH2:10]([NH2:15])[CH2:11][CH2:12][CH2:13][CH3:14]. (3) Given the product [NH:10]1[CH2:32][CH2:31][NH:30][CH2:29][CH2:28][NH:27][CH2:26][CH2:25][NH:24][CH2:23][CH2:22][NH:21][CH2:20][CH2:19][CH2:18][NH:17][CH2:16][CH2:15][NH:14][CH2:13][CH2:12][CH2:11]1, predict the reactants needed to synthesize it. The reactants are: C1(C)C=CC(S([N:10]2[CH2:32][CH2:31][N:30](S(C3C=CC(C)=CC=3)(=O)=O)[CH2:29][CH2:28][N:27](S(C3C=CC(C)=CC=3)(=O)=O)[CH2:26][CH2:25][N:24](S(C3C=CC(C)=CC=3)(=O)=O)[CH2:23][CH2:22][N:21](S(C3C=CC(C)=CC=3)(=O)=O)[CH2:20][CH2:19][CH2:18][N:17](S(C3C=CC(C)=CC=3)(=O)=O)[CH2:16][CH2:15][N:14](S(C3C=CC(C)=CC=3)(=O)=O)[CH2:13][CH2:12][CH2:11]2)(=O)=O)=CC=1.S(=O)(=O)(O)O.O. (4) Given the product [C:21]([O:25][C:26]([N:28]1[C:36]2[C:31](=[CH:32][CH:33]=[C:34]([O:37][Si:38]([C:41]([CH3:44])([CH3:43])[CH3:42])([CH3:39])[CH3:40])[CH:35]=2)[C:30]([NH:45][C:12](=[O:14])[C:11]2[CH:10]=[CH:9][C:8]([N:5]3[CH2:4][CH2:3][N:2]([CH3:1])[CH2:7][CH2:6]3)=[CH:16][CH:15]=2)=[N:29]1)=[O:27])([CH3:24])([CH3:22])[CH3:23], predict the reactants needed to synthesize it. The reactants are: [CH3:1][N:2]1[CH2:7][CH2:6][N:5]([C:8]2[CH:16]=[CH:15][C:11]([C:12]([OH:14])=O)=[CH:10][CH:9]=2)[CH2:4][CH2:3]1.S(Cl)(Cl)=O.[C:21]([O:25][C:26]([N:28]1[C:36]2[C:31](=[CH:32][CH:33]=[C:34]([O:37][Si:38]([C:41]([CH3:44])([CH3:43])[CH3:42])([CH3:40])[CH3:39])[CH:35]=2)[C:30]([NH2:45])=[N:29]1)=[O:27])([CH3:24])([CH3:23])[CH3:22].CCN(C(C)C)C(C)C. (5) Given the product [O:1]=[C:2]1[N:6]([C:38](=[O:43])[C:39]([CH3:42])([CH3:41])[CH3:40])[C:5]2[CH:7]=[CH:8][CH:9]=[CH:10][C:4]=2[N:3]1[CH:11]1[CH2:12][CH2:13][N:14]([C:17]([O:19][CH2:20][C@@H:21]([N:23]([CH2:24][C:25]2[CH:26]=[CH:27][CH:28]=[CH:29][CH:30]=2)[CH2:31][C:32]2[CH:37]=[CH:36][CH:35]=[CH:34][CH:33]=2)[CH3:22])=[O:18])[CH2:15][CH2:16]1, predict the reactants needed to synthesize it. The reactants are: [O:1]=[C:2]1[NH:6][C:5]2[CH:7]=[CH:8][CH:9]=[CH:10][C:4]=2[N:3]1[CH:11]1[CH2:16][CH2:15][N:14]([C:17]([O:19][CH2:20][C@@H:21]([N:23]([CH2:31][C:32]2[CH:37]=[CH:36][CH:35]=[CH:34][CH:33]=2)[CH2:24][C:25]2[CH:30]=[CH:29][CH:28]=[CH:27][CH:26]=2)[CH3:22])=[O:18])[CH2:13][CH2:12]1.[C:38](Cl)(=[O:43])[C:39]([CH3:42])([CH3:41])[CH3:40]. (6) Given the product [Cl:29][C:24]1[CH:23]=[C:22]([CH:27]=[C:26]([Cl:28])[CH:25]=1)[CH2:21][N:12]([CH2:13][C:14]1[CH:15]=[CH:16][C:17]([F:20])=[CH:18][CH:19]=1)[S:9]([C:5]1[CH:6]=[CH:7][CH:8]=[C:3]([CH2:2][NH:1][CH2:35][C:34]2[CH:37]=[CH:38][C:31]([F:30])=[CH:32][CH:33]=2)[CH:4]=1)(=[O:11])=[O:10], predict the reactants needed to synthesize it. The reactants are: [NH2:1][CH2:2][C:3]1[CH:4]=[C:5]([S:9]([N:12]([CH2:21][C:22]2[CH:27]=[C:26]([Cl:28])[CH:25]=[C:24]([Cl:29])[CH:23]=2)[CH2:13][C:14]2[CH:19]=[CH:18][C:17]([F:20])=[CH:16][CH:15]=2)(=[O:11])=[O:10])[CH:6]=[CH:7][CH:8]=1.[F:30][C:31]1[CH:38]=[CH:37][C:34]([CH:35]=O)=[CH:33][CH:32]=1.C(O[BH-](OC(=O)C)OC(=O)C)(=O)C.[Na+].C([O-])(O)=O.[Na+]. (7) Given the product [NH2:1][C:4]1[CH:13]=[CH:12][CH:11]=[C:6]([C:7]([O:9][CH3:10])=[O:8])[C:5]=1[NH2:14], predict the reactants needed to synthesize it. The reactants are: [N+:1]([C:4]1[CH:13]=[CH:12][CH:11]=[C:6]([C:7]([O:9][CH3:10])=[O:8])[C:5]=1[NH2:14])([O-])=O. (8) Given the product [CH3:26][O:25][C@@H:22]1[CH2:21][CH2:20][C@H:19]([N:16]2[C:15](=[O:27])[NH:14][C:13]3[C:17]2=[N:18][C:10]([C:7]2[CH:8]=[C:9]4[N:1]([CH:43]5[CH2:44][CH2:45][CH2:40][CH2:47][O:46]5)[CH:2]=[N:3][C:4]4=[N:5][CH:6]=2)=[N:11][C:12]=3[C:28]([NH2:30])=[O:29])[CH2:24][CH2:23]1, predict the reactants needed to synthesize it. The reactants are: [NH:1]1[C:9]2[C:4](=[N:5][CH:6]=[C:7]([C:10]3[N:18]=[C:17]4[C:13]([NH:14][C:15](=[O:27])[N:16]4[C@H:19]4[CH2:24][CH2:23][C@@H:22]([O:25][CH3:26])[CH2:21][CH2:20]4)=[C:12]([C:28]([NH2:30])=[O:29])[N:11]=3)[CH:8]=2)[N:3]=[CH:2]1.N/C(/C#N)=C(\NC(N[C@H:40]1[CH2:45][CH2:44][C@@H:43]([O:46][CH3:47])CC1)=O)/C#N.O1CCCCC1N1C2C(=NC=C(C=O)C=2)N=C1.C(N(CC)CC)C.